From a dataset of Full USPTO retrosynthesis dataset with 1.9M reactions from patents (1976-2016). Predict the reactants needed to synthesize the given product. (1) Given the product [C:1]([C:4]1[CH:13]=[CH:12][C:11]([O:14][CH2:20][C:21]2[CH:26]=[CH:25][CH:24]=[CH:23][CH:22]=2)=[C:10]2[C:5]=1[CH:6]=[CH:7][C:8](=[O:15])[NH:9]2)(=[O:3])[CH3:2], predict the reactants needed to synthesize it. The reactants are: [C:1]([C:4]1[CH:13]=[CH:12][C:11]([OH:14])=[C:10]2[C:5]=1[CH:6]=[CH:7][C:8](=[O:15])[NH:9]2)(=[O:3])[CH3:2].CC(C)=O.[CH2:20](Br)[C:21]1[CH:26]=[CH:25][CH:24]=[CH:23][CH:22]=1. (2) Given the product [F:24][C:15]([F:23])([C:16]1[CH:17]=[CH:18][C:19]([F:22])=[CH:20][CH:21]=1)[CH2:14][CH2:13][S:12][C:7]1[N:8]=[C:9]([CH3:11])[S:10][C:6]=1[C:4]([OH:5])=[O:3], predict the reactants needed to synthesize it. The reactants are: C([O:3][C:4]([C:6]1[S:10][C:9]([CH3:11])=[N:8][C:7]=1[S:12][CH2:13][CH2:14][C:15]([F:24])([F:23])[C:16]1[CH:21]=[CH:20][C:19]([F:22])=[CH:18][CH:17]=1)=[O:5])C.C(=O)([O-])[O-].[K+].[K+].